From a dataset of Catalyst prediction with 721,799 reactions and 888 catalyst types from USPTO. Predict which catalyst facilitates the given reaction. (1) Reactant: [CH3:1][S:2]([C:5]#[C:6][CH2:7][CH2:8][CH2:9]/[CH:10]=[CH:11]/[C:12]1[CH:17]=[CH:16][CH:15]=[CH:14][CH:13]=1)(=[O:4])=[O:3]. Product: [CH3:1][S:2]([C:5]1[C:13]2[C:12](=[CH:17][CH:16]=[CH:15][CH:14]=2)[CH:11]=[C:10]2[CH2:9][CH2:8][CH2:7][C:6]=12)(=[O:3])=[O:4]. The catalyst class is: 262. (2) Reactant: FC(F)(F)C(O[CH2:6][CH:7]=[C:8]1[C:17]2[C:12](=[CH:13][C:14]([F:18])=[CH:15][CH:16]=2)[O:11][CH2:10][CH2:9]1)=O.[NH2:21][C:22]([NH2:24])=[S:23]. Product: [F:18][C:14]1[CH:13]=[C:12]2[C:17](/[C:8](=[CH:7]/[CH2:6][S:23][C:22](=[NH:21])[NH2:24])/[CH2:9][CH2:10][O:11]2)=[CH:16][CH:15]=1. The catalyst class is: 8. (3) Reactant: [CH3:1][C:2]1[C:11]([CH3:12])=[C:10]2[C:5]([CH:6]=[C:7]([C:17]([O:19][CH2:20][CH3:21])=[O:18])[CH:8]([C:13]([F:16])([F:15])[F:14])[O:9]2)=[CH:4][CH:3]=1.[Cl:22]Cl. Product: [Cl:22][C:3]1[CH:4]=[C:5]2[C:10](=[C:11]([CH3:12])[C:2]=1[CH3:1])[O:9][CH:8]([C:13]([F:16])([F:14])[F:15])[C:7]([C:17]([O:19][CH2:20][CH3:21])=[O:18])=[CH:6]2. The catalyst class is: 52.